From a dataset of Reaction yield outcomes from USPTO patents with 853,638 reactions. Predict the reaction yield, written as a fraction of the theoretical maximum amount of product (1.0 means a 100% yield; for example, 0.34 means a 34% yield). (1) The reactants are [CH2:1]([C:8]1[O:12][C:11]([C:13]2[CH:18]=[C:17]([F:19])[CH:16]=[CH:15][C:14]=2[F:20])=[N:10][C:9]=1[CH:21]([NH:26][CH2:27][C@H:28]1[C@@H:32]([F:33])[CH2:31][N:30]([C:34]([O:36][CH2:37][C:38]2[CH:43]=[CH:42][CH:41]=[CH:40][CH:39]=2)=[O:35])[CH2:29]1)[C:22]([CH3:25])([CH3:24])[CH3:23])[C:2]1[CH:7]=[CH:6][CH:5]=[CH:4][CH:3]=1.C(N(CC)C(C)C)(C)C.[C:53]([O:56][C@@H:57]([CH3:61])[C:58](Cl)=[O:59])(=[O:55])[CH3:54]. The product is [C:53]([O:56][C@@H:57]([CH3:61])[C:58]([N:26]([CH2:27][C@H:28]1[C@@H:32]([F:33])[CH2:31][N:30]([C:34]([O:36][CH2:37][C:38]2[CH:39]=[CH:40][CH:41]=[CH:42][CH:43]=2)=[O:35])[CH2:29]1)[C@@H:21]([C:9]1[N:10]=[C:11]([C:13]2[CH:18]=[C:17]([F:19])[CH:16]=[CH:15][C:14]=2[F:20])[O:12][C:8]=1[CH2:1][C:2]1[CH:7]=[CH:6][CH:5]=[CH:4][CH:3]=1)[C:22]([CH3:25])([CH3:24])[CH3:23])=[O:59])(=[O:55])[CH3:54]. The catalyst is ClCCl. The yield is 0.170. (2) The reactants are [Cl:1][C:2]1[N:3]=[C:4]([N:13]2[CH2:18][CH2:17][O:16][CH2:15][CH2:14]2)[C:5]2[S:10][C:9]([CH:11]=O)=[CH:8][C:6]=2[N:7]=1.[CH3:19][N:20]1[CH2:25][CH2:24][NH:23][CH2:22][CH2:21]1.C(O)(=O)C.C(O[BH-](OC(=O)C)OC(=O)C)(=O)C.[Na+]. The catalyst is ClCCCl.ClCCl. The product is [Cl:1][C:2]1[N:3]=[C:4]([N:13]2[CH2:18][CH2:17][O:16][CH2:15][CH2:14]2)[C:5]2[S:10][C:9]([CH2:11][N:23]3[CH2:24][CH2:25][N:20]([CH3:19])[CH2:21][CH2:22]3)=[CH:8][C:6]=2[N:7]=1. The yield is 0.450. (3) The reactants are [CH3:1][Mg+].[Br-].[O:4]=[C:5]1[CH2:9][N:8]([C:10]([O:12][C:13]([CH3:16])([CH3:15])[CH3:14])=[O:11])[C@H:7]([C:17](=[O:36])[NH:18][CH2:19][C:20]2[CH:25]=[C:24]([C:26]3[CH:27]=[N:28][C:29]([C:32]([F:35])([F:34])[F:33])=[CH:30][CH:31]=3)[N:23]=[CH:22][N:21]=2)[CH2:6]1. The product is [OH:4][C:5]1([CH3:1])[CH2:9][N:8]([C:10]([O:12][C:13]([CH3:16])([CH3:14])[CH3:15])=[O:11])[C@H:7]([C:17](=[O:36])[NH:18][CH2:19][C:20]2[CH:25]=[C:24]([C:26]3[CH:27]=[N:28][C:29]([C:32]([F:35])([F:34])[F:33])=[CH:30][CH:31]=3)[N:23]=[CH:22][N:21]=2)[CH2:6]1. The yield is 0.250. The catalyst is O1CCCC1. (4) The reactants are [N:1]([C:4]1[CH:9]=[CH:8][C:7]([S:10]([NH2:13])(=[O:12])=[O:11])=[CH:6][CH:5]=1)=[C:2]=[S:3].[CH2:14]([N:16](CC)CC)[CH3:15].FC(F)(F)C([O-])=O.[N:28]1[CH:33]=[CH:32][CH:31]=[CH:30][C:29]=1[CH2:34][N:35]([CH2:43][C:44]1[CH:49]=[CH:48][CH:47]=[CH:46][N:45]=1)[CH2:36][CH2:37][CH2:38][CH2:39][CH2:40][CH2:41]N.[C:50](=[Re+:52](=[C:55]=[O:56])=[C:53]=[O:54])=[O:51]. The catalyst is C(#N)C. The product is [N:28]1[CH:33]=[CH:32][CH:31]=[CH:30][C:29]=1[CH2:34][N:35]([CH2:43][C:44]1[CH:49]=[CH:48][CH:47]=[CH:46][N:45]=1)[CH2:36][CH2:37][CH2:38][CH2:39][CH2:40][CH2:41][CH2:15][CH2:14][NH:16][C:2](=[S:3])[NH:1][C:4]1[CH:5]=[CH:6][C:7]([S:10]([NH2:13])(=[O:11])=[O:12])=[CH:8][CH:9]=1.[C:50](=[Re+:52](=[C:55]=[O:56])=[C:53]=[O:54])=[O:51]. The yield is 0.960. (5) The catalyst is CN(C)C=O. The product is [CH:1]1([N:6]2[CH2:7][CH2:8][N:9]([C:12]([C:14]3[CH:15]=[C:16]4[C:20](=[CH:21][CH:22]=3)[N:19]([S:36]([CH3:35])(=[O:38])=[O:37])[C:18]([C:23]([N:25]3[CH2:26][CH2:27][C:28]([F:31])([F:32])[CH2:29][CH2:30]3)=[O:24])=[CH:17]4)=[O:13])[CH2:10][CH2:11]2)[CH2:5][CH2:4][CH2:3][CH2:2]1. The yield is 0.350. The reactants are [CH:1]1([N:6]2[CH2:11][CH2:10][N:9]([C:12]([C:14]3[CH:15]=[C:16]4[C:20](=[CH:21][CH:22]=3)[NH:19][C:18]([C:23]([N:25]3[CH2:30][CH2:29][C:28]([F:32])([F:31])[CH2:27][CH2:26]3)=[O:24])=[CH:17]4)=[O:13])[CH2:8][CH2:7]2)[CH2:5][CH2:4][CH2:3][CH2:2]1.[H-].[Na+].[CH3:35][S:36](Cl)(=[O:38])=[O:37]. (6) The reactants are C([Li])CCC.Br[C:7]1[CH:12]=[CH:11][C:10]([S:13]([NH:16][CH2:17][CH2:18][O:19][CH3:20])(=[O:15])=[O:14])=[CH:9][CH:8]=1.C([O:24][B:25](OC(C)C)[O:26]C(C)C)(C)C. The catalyst is C1COCC1. The product is [CH3:20][O:19][CH2:18][CH2:17][NH:16][S:13]([C:10]1[CH:11]=[CH:12][C:7]([B:25]([OH:26])[OH:24])=[CH:8][CH:9]=1)(=[O:15])=[O:14]. The yield is 0.890. (7) The reactants are [Cl:1][C:2]1[C:3]([CH3:10])=[C:4]([CH:6]=[C:7]([CH3:9])[CH:8]=1)[NH2:5].[Br-:11].[Br-].[Br-].C([N+](CCCC)(CCCC)CCCC)CCC.C([N+](CCCC)(CCCC)CCCC)CCC.C([N+](CCCC)(CCCC)CCCC)CCC. The catalyst is C(Cl)(Cl)Cl. The product is [Br:11][C:8]1[C:7]([CH3:9])=[CH:6][C:4]([NH2:5])=[C:3]([CH3:10])[C:2]=1[Cl:1]. The yield is 0.320. (8) The reactants are [CH2:1]([N:5]1[C:13]([N:14]2[CH2:19][CH2:18][NH:17][C@H:16]([CH3:20])[CH2:15]2)=[N:12][C:11]2[C:6]1=[N:7][C:8]([C:27]1[CH:28]=[N:29][C:30]([NH2:33])=[N:31][CH:32]=1)=[N:9][C:10]=2[N:21]1[CH2:26][CH2:25][O:24][CH2:23][CH2:22]1)[CH:2]([CH3:4])[CH3:3].C1(N=C=NC2CCCCC2)CCCCC1.ON1C2C=CC=CC=2N=N1.[OH:59][C@H:60]([CH3:65])[CH2:61][C:62](O)=[O:63]. The catalyst is CN(C)C=O. The product is [NH2:33][C:30]1[N:31]=[CH:32][C:27]([C:8]2[N:7]=[C:6]3[C:11]([N:12]=[C:13]([N:14]4[CH2:19][CH2:18][N:17]([C:62](=[O:63])[CH2:61][C@H:60]([OH:59])[CH3:65])[C@H:16]([CH3:20])[CH2:15]4)[N:5]3[CH2:1][CH:2]([CH3:4])[CH3:3])=[C:10]([N:21]3[CH2:26][CH2:25][O:24][CH2:23][CH2:22]3)[N:9]=2)=[CH:28][N:29]=1. The yield is 0.500. (9) The reactants are [CH3:1][O:2][C:3](=[O:12])[C:4]1[CH:9]=[CH:8][C:7]([CH:10]=O)=[CH:6][CH:5]=1.[C:13]([C:17]1[CH:23]=[CH:22][C:20]([NH2:21])=[CH:19][CH:18]=1)([CH3:16])([CH3:15])[CH3:14].C(O)(C(F)(F)F)=O.C([BH3-])#N.[Na+]. The catalyst is CO. The product is [CH3:1][O:2][C:3](=[O:12])[C:4]1[CH:9]=[CH:8][C:7]([CH2:10][NH:21][C:20]2[CH:22]=[CH:23][C:17]([C:13]([CH3:16])([CH3:15])[CH3:14])=[CH:18][CH:19]=2)=[CH:6][CH:5]=1. The yield is 0.990. (10) The reactants are [CH2:1]([C@H:8]1[CH2:13][CH2:12][N:11]([CH2:14][CH2:15][S:16]([C:19]2[CH:24]=[CH:23][C:22]([OH:25])=[CH:21][CH:20]=2)(=[O:18])=[O:17])[CH2:10][C@H:9]1[OH:26])[C:2]1[CH:7]=[CH:6][CH:5]=[CH:4][CH:3]=1.CCN(CC)CC.[Cl:34][CH2:35][C:36]1[CH:44]=[CH:43][C:39]([C:40](Cl)=[O:41])=[CH:38][CH:37]=1.O. The catalyst is C(Cl)Cl.CN(C1C=CN=CC=1)C. The product is [CH2:1]([CH:8]1[CH2:13][CH2:12][N:11]([CH2:14][CH2:15][S:16]([C:19]2[CH:24]=[CH:23][C:22]([O:25][C:40](=[O:41])[C:39]3[CH:43]=[CH:44][C:36]([CH2:35][Cl:34])=[CH:37][CH:38]=3)=[CH:21][CH:20]=2)(=[O:18])=[O:17])[CH2:10][CH:9]1[OH:26])[C:2]1[CH:7]=[CH:6][CH:5]=[CH:4][CH:3]=1. The yield is 0.400.